Task: Regression/Classification. Given a drug SMILES string, predict its absorption, distribution, metabolism, or excretion properties. Task type varies by dataset: regression for continuous measurements (e.g., permeability, clearance, half-life) or binary classification for categorical outcomes (e.g., BBB penetration, CYP inhibition). Dataset: cyp2d6_veith.. Dataset: CYP2D6 inhibition data for predicting drug metabolism from PubChem BioAssay (1) The molecule is CN1C(=O)CC(NNC(=O)c2ccc(Cl)cc2)C1=O. The result is 0 (non-inhibitor). (2) The drug is Oc1cccc2ccc(SSc3ccc4cccc(O)c4n3)nc12. The result is 0 (non-inhibitor). (3) The result is 0 (non-inhibitor). The drug is CN(C)c1ccc(-c2cc(NCc3ccccc3)ncn2)cc1.